Predict the reaction yield, written as a fraction of the theoretical maximum amount of product (1.0 means a 100% yield; for example, 0.34 means a 34% yield). From a dataset of Reaction yield outcomes from USPTO patents with 853,638 reactions. (1) The reactants are BrCCBr.C=C.C[Si](Cl)(C)C.Br[C:13]1[S:14][CH:15]=[CH:16][N:17]=1.[CH3:18][O:19][C:20]([C:22]1[CH:23]=[C:24]([C:29]2[CH:34]=[CH:33][C:32]([CH3:35])=[CH:31][CH:30]=2)[CH:25]=[C:26](I)[CH:27]=1)=[O:21]. The catalyst is C1COCC1.[Zn].C1C=CC([P]([Pd]([P](C2C=CC=CC=2)(C2C=CC=CC=2)C2C=CC=CC=2)([P](C2C=CC=CC=2)(C2C=CC=CC=2)C2C=CC=CC=2)[P](C2C=CC=CC=2)(C2C=CC=CC=2)C2C=CC=CC=2)(C2C=CC=CC=2)C2C=CC=CC=2)=CC=1. The product is [CH3:18][O:19][C:20]([C:22]1[CH:23]=[C:24]([C:29]2[CH:30]=[CH:31][C:32]([CH3:35])=[CH:33][CH:34]=2)[CH:25]=[C:26]([C:13]2[S:14][CH:15]=[CH:16][N:17]=2)[CH:27]=1)=[O:21]. The yield is 0.800. (2) The reactants are FC(F)(F)C(O)=O.C(OC([N:15]1[CH2:42][CH2:41][C:18]2[C:19]3[C:24]([NH:25][C:26]4[CH:31]=[CH:30][C:29]([F:32])=[CH:28][C:27]=4[O:33][CH:34]4[CH2:39][CH2:38][O:37][CH2:36][CH2:35]4)=[N:23][CH:22]=[N:21][C:20]=3[S:40][C:17]=2[CH2:16]1)=O)(C)(C)C. The catalyst is C(Cl)Cl. The product is [F:32][C:29]1[CH:30]=[CH:31][C:26]([NH:25][C:24]2[C:19]3[C:18]4[CH2:41][CH2:42][NH:15][CH2:16][C:17]=4[S:40][C:20]=3[N:21]=[CH:22][N:23]=2)=[C:27]([O:33][CH:34]2[CH2:39][CH2:38][O:37][CH2:36][CH2:35]2)[CH:28]=1. The yield is 0.650. (3) The reactants are F[C:2]1[CH:3]=[CH:4][C:5]([CH:8]=O)=[N:6][CH:7]=1.[NH:10]1[CH2:15][CH2:14][CH:13]([OH:16])[CH2:12][CH2:11]1.[NH2:17][C:18]1[C:23]([NH2:24])=[C:22]([C:25]2[CH:30]=[CH:29][C:28]([CH2:31][NH:32][C:33](=[O:39])OC(C)(C)C)=[C:27]([F:40])[CH:26]=2)[CH:21]=[CH:20][N:19]=1.[C:41]([C:45]1[O:49][N:48]=[C:47](C([O-])=O)[N:46]=1)([CH3:44])([CH3:43])[CH3:42]. No catalyst specified. The product is [C:41]([C:45]1[O:49][N:48]=[C:47]([C:33]([NH:32][CH2:31][C:28]2[CH:29]=[CH:30][C:25]([C:22]3[CH:21]=[CH:20][N:19]=[C:18]4[NH:17][C:8]([C:5]5[CH:4]=[CH:3][C:2]([N:10]6[CH2:15][CH2:14][CH:13]([OH:16])[CH2:12][CH2:11]6)=[CH:7][N:6]=5)=[N:24][C:23]=34)=[CH:26][C:27]=2[F:40])=[O:39])[N:46]=1)([CH3:44])([CH3:43])[CH3:42]. The yield is 0.130.